From a dataset of Drug-target binding data from BindingDB using IC50 measurements. Regression. Given a target protein amino acid sequence and a drug SMILES string, predict the binding affinity score between them. We predict pIC50 (pIC50 = -log10(IC50 in M); higher means more potent). Dataset: bindingdb_ic50. (1) The drug is Clc1cc2nccc(NC3CCCC3)c2cc1Cl. The target protein sequence is MKWLGESKIMVVNGRRNGGKLSNDHQQNQSKLQHTGKDTLKAGKNAVERRSNRCNGNSGFEGQSRYVPSSGMSAKELCENDDLATSLVLDPYLGFQTHKMNTSAFPSRSSRHFSKSDSFSHNNPVRFRPIKGRQEELKEVIERFKKDEHLEKAFKCLTSGEWARHYFLNKNKMQEKLFKEHVFIYLRMFATDSGFEILPCNRYSSEQNGAKIVATKEWKRNDKIELLVGCIAELSEIEENMLLRHGENDFSVMYSTRKNCAQLWLGPAAFINHDCRPNCKFVSTGRDTACVKALRDIEPGEEISCYYGDGFFGENNEFCECYTCERRGTGAFKSRVGLPAPAPVINSKYGLRETDKRLNRLKKLGDSSKNSDSQSVSSNTDADTTQEKNNATSNRKSSVGVKKNSKSRTLTRQSMSRIPASSNSTSSKLTHINNSRVPKKLKKPAKPLLSKIKLRNHCKRLEQKNASRKLEMGNLVLKEPKVVLYKNLPIKKDKEPEGPA.... The pIC50 is 6.2. (2) The small molecule is CCCCCCCCN1CC(O)C(O)C(O)C1CO. The target protein sequence is MLASLSSSSRAAISCIPLCLLFLTLASSNGVFAAAPPKVGSGYKLVSLVEHPEGGALVGYLQVKQRTSTYGPDIPLLRLYVKHETKDRIRVQITDADKPRWEVPYNLLQREPAPPVTGGRITGVPFAAGEYPGEELVFTYGRDPFWFAVHRKSSREALFNTSCGALVFKDQYIEASTSLPRDAALYGLGENTQPGGIRLRPNDPYTIYTTDISAINLNTDLYGSHPVYVDLRSRGGHGVAHAVLLLNSNGMDVFYRGTSLTYKVIGGLLDFYLFSGPTPLAVVDQYTSMIGRPAPMPYWAFGFHQCRWGYKNLSVVEGVVEGYRNAQIPLDVIWNDDDHMDAAKDFTLDPVNYPRPKLLEFLDKIHAQGMKYIVLIDPGIAVNNTYGVYQRGMQGDVFIKLDGKPYLAQVWPGPVYFPDFLNPNGVSWWIDEVRRFHDLVPVDGLWIDMNEASNFCTGKCEIPTTHLCPLPNTTTPWVCCLDCKNLTNTRWDEPPYKINA.... The pIC50 is 7.1. (3) The drug is CC1(C)OCC(=O)Nc2cc(Nc3nc(NCC(F)(F)F)c4occc4n3)ccc21. The target protein (P34947) has sequence MELENIVANTVLLKAREGGGGKRKGKSKKWKEILKFPHISQCEDLRRTIDRDYCSLCDKQPIGRLLFRQFCETRPGLECYIQFLDSVAEYEVTPDEKLGEKGKEIMTKYLTPKSPVFIAQVGQDLVSQTEEKLLQKPCKELFSACAQSVHEYLRGEPFHEYLDSMFFDRFLQWKWLERQPVTKNTFRQYRVLGKGGFGEVCACQVRATGKMYACKRLEKKRIKKRKGESMALNEKQILEKVNSQFVVNLAYAYETKDALCLVLTIMNGGDLKFHIYNMGNPGFEEERALFYAAEILCGLEDLHRENTVYRDLKPENILLDDYGHIRISDLGLAVKIPEGDLIRGRVGTVGYMAPEVLNNQRYGLSPDYWGLGCLIYEMIEGQSPFRGRKEKVKREEVDRRVLETEEVYSHKFSEEAKSICKMLLTKDAKQRLGCQEEGAAEVKRHPFFRNMNFKRLEAGMLDPPFVPDPRAVYCKDVLDIEQFSTVKGVNLDHTDDDFYS.... The pIC50 is 5.0. (4) The compound is COc1cc(OC)c(S(=O)(=O)N(C)c2ccccc2)cc1NC(C)=O. The target protein (Q5HIH6) has sequence MRRHAIILAAGKGTRMKSKKYKVLHEVAGKPMVEHVLESVKGSGVDQVVTIVGHGAESVKGHLGERSLYSFQEEQLGTAHAVQMAKSHLEDKEGTTIVVCGDTPLITKETLETLIAHHEDANAQATVLSASIQQPYGYGRIVRNASGRLERIVEEKDATQAEKDINEISSGIFAFNNKTLFEKLTQVKNDNAQGEYYLPDVLSLILNDGGIVEVYRTNDVEEIMGVNDRVMLSQAEKAMQRRTNHYHMLNGVTIIDPDSTYIGPDVTIGSDTVIEPGVRINGRTEIGEDVVIGQYSEINNSTIENGACIQQSVVNDASVGANTKVGPFAQLRPGAQLGADVKVGNFVEIKKADLKDGAKVSHLSYIGDAVIGERTNIGCGTITVNYDGENKFKTIVGKDSFVGCNVNLVAPVTIGDDVLVAAGSTITDDVPNDSLAVARARQTTKEGYRK. The pIC50 is 3.7. (5) The drug is Cc1ccc(NC(=O)Nc2cc(C(F)(F)F)ccc2F)cc1Nc1ccc2c(c1)NC(=O)/C2=C\c1ccc[nH]1. The target protein (Q03142) has sequence MWLLLALLSIFQGTPALSLEASEEMEQEPCLAPILEQQEQVLTVALGQPVRLCCGRTERGRHWYKEGSRLASAGRVRGWRGRLEIASFLPEDAGRYLCLARGSMTVVHNLTLLMDDSLTSISNDEDPKTLSSSSSGHVYPQQAPYWTHPQRMEKKLHAVPAGNTVKFRCPAAGNPMPTIHWLKDGQAFHGENRIGGIRLRHQHWSLVMESVVPSDRGTYTCLVENSLGSIRYSYLLDVLERSPHRPILQAGLPANTTAVVGSDVELLCKVYSDAQPHIQWLKHVVINGSSFGADGFPYVQVLKTTDINSSEVEVLYLRNVSAEDAGEYTCLAGNSIGLSYQSAWLTVLPEEDLTWTTATPEARYTDIILYVSGSLVLLVLLLLAGVYHRQVIRGHYSRQPVTIQKLSRFPLARQFSLESRSSGKSSLSLVRGVRLSSSGPPLLTGLVNLDLPLDPLWEFPRDRLVLGKPLGEGCFGQVVRAEAFGMDPSRPDQTSTVAVK.... The pIC50 is 5.2. (6) The compound is Oc1onc2c1CCCNC2. The target protein (P48056) has sequence MDRKVTVHEDGCPVVSWVPEEGEMMDQKDKDQVKDRGQWTNKMEFVLSVAGEIIGLGNVWRFPYLCYKNGGGAFFIPYFIFFFSCGIPVFFLEVALGQYSSQGSVTAWRKICPLLQGIGMASVVIESYLNIYYIIILAWALFYLFSSFTWELPWTTCTNSWNTEHCVDFLNYSSTRAASYSENFTSPVMEFWERRVLGITSGIHDLGSLRWELALCLLLAWIICYFCIWKGVKSTGKVVYFTATFPYLMLIILLIRGVTLPGAYQGIVFYLKPDLLRLKDPQVWMDAGTQIFFSFAICQGCLTALGSYNKYHNNCYRDSIALCFLNSATSFVAGFVVFSILGFMAQEQGVPISEVAESGPGLAFIAFPKAVTMMPLSQLWSCLFFLMLLFLGLDSQFVCMECLVTASMDMFPQQLRKRGRRELLILAVAIVCYLMGLLLVTEGGMYIFQLFDYYASSGICLLFLSLFEVICIGWVYGADRFYDNVEDMIGYRPWPLVKIS.... The pIC50 is 3.5.